This data is from Forward reaction prediction with 1.9M reactions from USPTO patents (1976-2016). The task is: Predict the product of the given reaction. (1) Given the reactants Cl[C:2]1[N:7]=[C:6]([O:8][CH2:9][C:10]([F:13])([F:12])[F:11])[N:5]=[C:4]([NH:14][C:15]2[CH:27]=[CH:26][C:18]([C:19]([O:21][C:22]([CH3:25])([CH3:24])[CH3:23])=[O:20])=[CH:17][CH:16]=2)[N:3]=1.[Br:28][C:29]1[CH:30]=[C:31]([C:35]2([NH2:38])[CH2:37][CH2:36]2)[CH:32]=[CH:33][CH:34]=1, predict the reaction product. The product is: [Br:28][C:29]1[CH:30]=[C:31]([C:35]2([NH:38][C:2]3[N:7]=[C:6]([O:8][CH2:9][C:10]([F:13])([F:12])[F:11])[N:5]=[C:4]([NH:14][C:15]4[CH:27]=[CH:26][C:18]([C:19]([O:21][C:22]([CH3:25])([CH3:24])[CH3:23])=[O:20])=[CH:17][CH:16]=4)[N:3]=3)[CH2:36][CH2:37]2)[CH:32]=[CH:33][CH:34]=1. (2) The product is: [O:14]1[CH2:15][CH:16]=[C:17]([C:20]2[N:25]=[C:24]([F:26])[C:23]3[O:27][C:28]4[C:33]([C@@:34]5([CH2:39][CH2:38][S:37][C:36]([NH2:40])=[N:35]5)[C:22]=3[CH:21]=2)=[CH:32][C:31]([NH:41][C:2]2[N:3]=[CH:4][CH:5]=[C:6]3[C:11]=2[N:10]=[CH:9][C:8]([O:12][CH3:13])=[CH:7]3)=[CH:30][CH:29]=4)[CH2:18][CH2:19]1. Given the reactants Cl[C:2]1[N:3]=[CH:4][CH:5]=[C:6]2[C:11]=1[N:10]=[CH:9][C:8]([O:12][CH3:13])=[CH:7]2.[O:14]1[CH2:19][CH:18]=[C:17]([C:20]2[N:25]=[C:24]([F:26])[C:23]3[O:27][C:28]4[C:33]([C@@:34]5([CH2:39][CH2:38][S:37][C:36]([NH2:40])=[N:35]5)[C:22]=3[CH:21]=2)=[CH:32][C:31]([NH2:41])=[CH:30][CH:29]=4)[CH2:16][CH2:15]1.S(=O)(=O)(O)O, predict the reaction product. (3) Given the reactants Br[C:2]1[CH:3]=[N:4][C:5]2[N:6]([CH:8]=[C:9]([CH2:11][O:12][C:13]3[CH:18]=[CH:17][C:16]([F:19])=[CH:15][CH:14]=3)[N:10]=2)[CH:7]=1.[OH:20][C:21]1[N:26]=[CH:25][C:24](B(O)O)=[CH:23][CH:22]=1, predict the reaction product. The product is: [F:19][C:16]1[CH:17]=[CH:18][C:13]([O:12][CH2:11][C:9]2[N:10]=[C:5]3[N:4]=[CH:3][C:2]([C:24]4[CH:23]=[CH:22][C:21]([OH:20])=[N:26][CH:25]=4)=[CH:7][N:6]3[CH:8]=2)=[CH:14][CH:15]=1. (4) Given the reactants [C:1]([N:8]1[CH2:13][CH2:12][CH:11]([C:14]#[CH:15])[CH2:10][CH2:9]1)([O:3][C:4]([CH3:7])([CH3:6])[CH3:5])=[O:2].I[C:17]1[CH:22]=[CH:21][CH:20]=[CH:19][CH:18]=1, predict the reaction product. The product is: [C:1]([N:8]1[CH2:9][CH2:10][CH:11]([C:14]#[C:15][C:17]2[CH:22]=[CH:21][CH:20]=[CH:19][CH:18]=2)[CH2:12][CH2:13]1)([O:3][C:4]([CH3:7])([CH3:6])[CH3:5])=[O:2]. (5) Given the reactants Cl[C:2]1[N:7]=[C:6]([N:8]2[CH2:13][CH2:12][CH:11]([CH3:14])[CH2:10][CH2:9]2)[C:5]([N+:15]([O-:17])=[O:16])=[CH:4][CH:3]=1.Br.[CH3:19][N:20]1[CH2:25][CH2:24][NH:23][CH2:22][C:21]1=[O:26].C([O-])([O-])=O.[K+].[K+], predict the reaction product. The product is: [CH3:19][N:20]1[CH2:25][CH2:24][N:23]([C:2]2[N:7]=[C:6]([N:8]3[CH2:13][CH2:12][CH:11]([CH3:14])[CH2:10][CH2:9]3)[C:5]([N+:15]([O-:17])=[O:16])=[CH:4][CH:3]=2)[CH2:22][C:21]1=[O:26]. (6) The product is: [CH2:5]([N:12]([CH2:13][Si:14]([CH3:17])([CH3:16])[CH3:15])[C:20]1([C:27]#[N:28])[CH2:21][O:18][CH2:19]1)[C:6]1[CH:11]=[CH:10][CH:9]=[CH:8][CH:7]=1. Given the reactants C(O)(=O)C.[CH2:5]([NH:12][CH2:13][Si:14]([CH3:17])([CH3:16])[CH3:15])[C:6]1[CH:11]=[CH:10][CH:9]=[CH:8][CH:7]=1.[O:18]1[CH2:21][C:20](=O)[CH2:19]1.C[Si]([C:27]#[N:28])(C)C, predict the reaction product.